Dataset: Catalyst prediction with 721,799 reactions and 888 catalyst types from USPTO. Task: Predict which catalyst facilitates the given reaction. (1) Reactant: [CH3:1][C:2]1[CH:7]=[CH:6][C:5]([C:8]2[O:9][C:10]([CH3:13])=[N:11][N:12]=2)=[CH:4][C:3]=1[C:14]1[CH:19]=[CH:18][C:17]([C:20]([OH:22])=O)=[CH:16][CH:15]=1.C1C=CC2N(O)N=NC=2C=1.Cl.CN(C)CCCN=C=NCC.[CH3:45][O:46][C:47]1[CH:48]=[C:49]([CH:52]=[C:53]([O:55][CH3:56])[CH:54]=1)[CH2:50][NH2:51]. Product: [CH3:56][O:55][C:53]1[CH:52]=[C:49]([CH:48]=[C:47]([O:46][CH3:45])[CH:54]=1)[CH2:50][NH:51][C:20]([C:17]1[CH:16]=[CH:15][C:14]([C:3]2[CH:4]=[C:5]([C:8]3[O:9][C:10]([CH3:13])=[N:11][N:12]=3)[CH:6]=[CH:7][C:2]=2[CH3:1])=[CH:19][CH:18]=1)=[O:22]. The catalyst class is: 3. (2) Reactant: [CH3:1][S:2]([C:5]1[CH:10]=[CH:9][C:8]([CH2:11][NH:12][C:13]2[CH:18]=[CH:17][CH:16]=[CH:15][C:14]=2/[CH:19]=[CH:20]/[C:21]([O:23]C)=O)=[CH:7][CH:6]=1)(=[O:4])=[O:3].[OH-:25].[Na+].[NH2:27]O.Cl. Product: [OH:25][NH:27][C:21](=[O:23])/[CH:20]=[CH:19]/[C:14]1[CH:15]=[CH:16][CH:17]=[CH:18][C:13]=1[NH:12][CH2:11][C:8]1[CH:9]=[CH:10][C:5]([S:2]([CH3:1])(=[O:4])=[O:3])=[CH:6][CH:7]=1. The catalyst class is: 36. (3) Reactant: [OH:1][CH:2]1[CH:9]2[CH2:10][C:5]3([C:12]([NH:14][C@H:15]4[CH2:20][CH2:19][CH2:18][N:17](C(OC(C)(C)C)=O)[CH2:16]4)=[O:13])[CH2:6][CH:7]([CH2:11][CH:3]1[CH2:4]3)[CH2:8]2.[ClH:28]. Product: [ClH:28].[OH:1][CH:2]1[CH:9]2[CH2:10][C:5]3([C:12]([NH:14][C@H:15]4[CH2:20][CH2:19][CH2:18][NH:17][CH2:16]4)=[O:13])[CH2:6][CH:7]([CH2:11][CH:3]1[CH2:4]3)[CH2:8]2. The catalyst class is: 12. (4) Product: [C:1]([C:3]1[CH:12]=[C:11]2[C:6]([CH:7]=[CH:8][C:9]([O:13][CH:14]([CH2:18][CH3:19])[C:15]([NH:35][C:33]([CH3:36])([CH3:34])[CH2:32][O:31][CH3:30])=[O:17])=[CH:10]2)=[CH:5][CH:4]=1)#[CH:2]. Reactant: [C:1]([C:3]1[CH:12]=[C:11]2[C:6]([CH:7]=[CH:8][C:9]([O:13][CH:14]([CH2:18][CH3:19])[C:15]([OH:17])=O)=[CH:10]2)=[CH:5][CH:4]=1)#[CH:2].C(N(CC)C(C)C)(C)C.Cl.[CH3:30][O:31][CH2:32][C:33]([CH3:36])([NH2:35])[CH3:34]. The catalyst class is: 4. (5) The catalyst class is: 787. Product: [CH3:10][N:11]1[CH:15]=[C:14]([C:2]2[CH:7]=[C:6]([C:8]#[N:9])[CH:5]=[CH:4][N:3]=2)[N:13]=[CH:12]1. Reactant: Cl[C:2]1[CH:7]=[C:6]([C:8]#[N:9])[CH:5]=[CH:4][N:3]=1.[CH3:10][N:11]1[CH:15]=[C:14]([Sn](CCCC)(CCCC)CCCC)[N:13]=[CH:12]1. (6) Reactant: Br[C:2]1[CH:7]=[CH:6][C:5]([C:8]2[N:13]=[C:12]3[N:14]([CH2:27][O:28][CH2:29][CH2:30][Si:31]([CH3:34])([CH3:33])[CH3:32])[C:15]([O:17][C@H:18]4[C@H:22]5[O:23][CH2:24][C@@H:25]([OH:26])[C@H:21]5[O:20][CH2:19]4)=[N:16][C:11]3=[CH:10][C:9]=2[Cl:35])=[CH:4][CH:3]=1.[CH3:36][C:37]1([CH3:53])[C:41]([CH3:43])([CH3:42])[O:40][B:39]([B:39]2[O:40][C:41]([CH3:43])([CH3:42])[C:37]([CH3:53])([CH3:36])[O:38]2)[O:38]1.C([O-])(=O)C.[K+]. Product: [Cl:35][C:9]1[CH:10]=[C:11]2[N:16]=[C:15]([O:17][C@H:18]3[C@H:22]4[O:23][CH2:24][C@@H:25]([OH:26])[C@H:21]4[O:20][CH2:19]3)[N:14]([CH2:27][O:28][CH2:29][CH2:30][Si:31]([CH3:34])([CH3:33])[CH3:32])[C:12]2=[N:13][C:8]=1[C:5]1[CH:6]=[CH:7][C:2]([B:39]2[O:40][C:41]([CH3:43])([CH3:42])[C:37]([CH3:53])([CH3:36])[O:38]2)=[CH:3][CH:4]=1. The catalyst class is: 12. (7) Reactant: C(OC([N:8]1[CH2:13][CH2:12][CH:11]([CH2:14][O:15][C:16]2[CH:25]=[C:24]3[C:19]([C:20](=[O:34])[N:21]([CH2:26][O:27][C:28](=[O:33])[C:29]([CH3:32])([CH3:31])[CH3:30])[CH:22]=[N:23]3)=[CH:18][C:17]=2[O:35][CH3:36])[CH2:10][CH2:9]1)=O)(C)(C)C.C(O)(C(F)(F)F)=O. Product: [CH3:36][O:35][C:17]1[CH:18]=[C:19]2[C:24](=[CH:25][C:16]=1[O:15][CH2:14][CH:11]1[CH2:10][CH2:9][NH:8][CH2:13][CH2:12]1)[N:23]=[CH:22][N:21]([CH2:26][O:27][C:28](=[O:33])[C:29]([CH3:30])([CH3:31])[CH3:32])[C:20]2=[O:34]. The catalyst class is: 2.